This data is from Catalyst prediction with 721,799 reactions and 888 catalyst types from USPTO. The task is: Predict which catalyst facilitates the given reaction. (1) Reactant: [NH2:1][C:2]1[N:7]=[CH:6][C:5](C2C=CC(C(OC)=O)=CC=2)=[CH:4][C:3]=1[C:18]1[N:19]=[CH:20][C:21]2[C:26]([CH:27]=1)=[C:25]([Cl:28])[CH:24]=[CH:23][C:22]=2[F:29].BrC1C=C(C2N=CC3C(C=2)=C(Cl)C=CC=3F)C(N)=NC=1.[C:50]([C:54]1[CH:55]=[C:56](B(O)O)[CH:57]=[CH:58][CH:59]=1)([O:52][CH3:53])=[O:51].C([O-])([O-])=O.[Cs+].[Cs+]. Product: [NH2:1][C:2]1[N:7]=[CH:6][C:5]([C:58]2[CH:59]=[C:54]([CH:55]=[CH:56][CH:57]=2)[C:50]([O:52][CH3:53])=[O:51])=[CH:4][C:3]=1[C:18]1[N:19]=[CH:20][C:21]2[C:26]([CH:27]=1)=[C:25]([Cl:28])[CH:24]=[CH:23][C:22]=2[F:29]. The catalyst class is: 73. (2) Reactant: Cl.[NH:2]1[CH2:5][CH2:4][C@H:3]1[C:6]([O:8][CH3:9])=[O:7].C(N(CC)CC)C.Cl[C:18]1[C:27]([N+:28]([O-:30])=[O:29])=[CH:26][C:21]([C:22]([O:24][CH3:25])=[O:23])=[CH:20][N:19]=1. Product: [CH3:9][O:8][C:6]([C@@H:3]1[CH2:4][CH2:5][N:2]1[C:18]1[C:27]([N+:28]([O-:30])=[O:29])=[CH:26][C:21]([C:22]([O:24][CH3:25])=[O:23])=[CH:20][N:19]=1)=[O:7]. The catalyst class is: 7. (3) Product: [ClH:20].[NH:5]([C:6]1[CH:7]=[CH:8][C:9]([CH2:12][C:13]([NH:15][CH3:16])=[O:14])=[CH:10][CH:11]=1)[NH2:1]. The catalyst class is: 223. Reactant: [N:1]([O-])=O.[Na+].[NH2:5][C:6]1[CH:11]=[CH:10][C:9]([CH2:12][C:13]([NH:15][CH3:16])=[O:14])=[CH:8][CH:7]=1.O.O.[Sn](Cl)[Cl:20]. (4) Reactant: [C:1]1([S:7]([CH2:10][C@@H:11]2[CH2:16][C@H:15]([NH:17][CH:18]([CH3:20])[CH3:19])[CH2:14][CH2:13][C@@H:12]2[N:21]2[CH2:26][CH2:25][C:24]([C:27]3[CH:32]=[CH:31][CH:30]=[C:29]([C:33]([F:36])([F:35])[F:34])[CH:28]=3)=[CH:23][C:22]2=[O:37])(=[O:9])=[O:8])[CH:6]=[CH:5][CH:4]=[CH:3][CH:2]=1.C=O.[C:40]([BH3-])#N.[Na+].O. Product: [C:1]1([S:7]([CH2:10][C@@H:11]2[CH2:16][C@H:15]([N:17]([CH:18]([CH3:20])[CH3:19])[CH3:40])[CH2:14][CH2:13][C@@H:12]2[N:21]2[CH2:26][CH2:25][C:24]([C:27]3[CH:32]=[CH:31][CH:30]=[C:29]([C:33]([F:36])([F:34])[F:35])[CH:28]=3)=[CH:23][C:22]2=[O:37])(=[O:8])=[O:9])[CH:6]=[CH:5][CH:4]=[CH:3][CH:2]=1. The catalyst class is: 5. (5) Reactant: [I-].[CH3:2][O:3][C:4]1[CH:9]=[CH:8][C:7]([C:10]2[N:11]=[CH:12][NH:13][CH:14]=2)=[CH:6][CH:5]=1.I[C:16]1[CH:21]=[CH:20][C:19]([O:22][CH3:23])=[CH:18][CH:17]=1.C(=O)([O-])[O-].[Cs+].[Cs+]. Product: [CH3:23][O:22][C:19]1[CH:20]=[CH:21][C:16]([N:13]2[CH:14]=[C:10]([C:7]3[CH:8]=[CH:9][C:4]([O:3][CH3:2])=[CH:5][CH:6]=3)[N:11]=[CH:12]2)=[CH:17][CH:18]=1. The catalyst class is: 18. (6) Reactant: [F:1][C:2]1[CH:3]=[N:4][NH:5][CH:6]=1.C(=O)([O-])[O-].[K+].[K+].F[C:14]1[CH:19]=[CH:18][C:17]([N+:20]([O-:22])=[O:21])=[CH:16][CH:15]=1. Product: [F:1][C:2]1[CH:3]=[N:4][N:5]([C:14]2[CH:19]=[CH:18][C:17]([N+:20]([O-:22])=[O:21])=[CH:16][CH:15]=2)[CH:6]=1. The catalyst class is: 10. (7) Reactant: [Br:1][C:2]1[N:7]=[C:6]([C@:8]2([CH3:28])[C@@H:13]([F:14])[C@@H:12]([C:15]([F:18])([F:17])[F:16])[O:11][C:10]([NH:19][C:20](=[O:27])[C:21]3[CH:26]=[CH:25][CH:24]=[CH:23][CH:22]=3)=[N:9]2)[C:5]([F:29])=[CH:4][CH:3]=1.[C:30](O[C:30]([O:32][C:33]([CH3:36])([CH3:35])[CH3:34])=[O:31])([O:32][C:33]([CH3:36])([CH3:35])[CH3:34])=[O:31].C(N(CC)CC)C. Product: [C:20]([N:19]([C:10]1[O:11][C@H:12]([C:15]([F:18])([F:17])[F:16])[C@H:13]([F:14])[C@:8]([C:6]2[C:5]([F:29])=[CH:4][CH:3]=[C:2]([Br:1])[N:7]=2)([CH3:28])[N:9]=1)[C:30](=[O:31])[O:32][C:33]([CH3:36])([CH3:35])[CH3:34])(=[O:27])[C:21]1[CH:26]=[CH:25][CH:24]=[CH:23][CH:22]=1. The catalyst class is: 453.